From a dataset of Forward reaction prediction with 1.9M reactions from USPTO patents (1976-2016). Predict the product of the given reaction. (1) Given the reactants [OH:1][CH2:2][C@H:3]([NH:6][C:7]1[N:12]=[C:11]([NH:13][CH2:14][C:15]2[CH:20]=[CH:19][C:18]([C:21]3[CH:26]=[CH:25][CH:24]=[CH:23][N:22]=3)=[CH:17][CH:16]=2)[N:10]2[N:27]=[CH:28][C:29]([CH:30]([CH3:32])[CH3:31])=[C:9]2[N:8]=1)[CH2:4][CH3:5].[C:33]([OH:40])(=[O:39])/[CH:34]=[CH:35]/[C:36]([OH:38])=[O:37], predict the reaction product. The product is: [C:33]([OH:40])(=[O:39])/[CH:34]=[CH:35]/[C:36]([OH:38])=[O:37].[OH:1][CH2:2][C@H:3]([NH:6][C:7]1[N:12]=[C:11]([NH:13][CH2:14][C:15]2[CH:16]=[CH:17][C:18]([C:21]3[CH:26]=[CH:25][CH:24]=[CH:23][N:22]=3)=[CH:19][CH:20]=2)[N:10]2[N:27]=[CH:28][C:29]([CH:30]([CH3:31])[CH3:32])=[C:9]2[N:8]=1)[CH2:4][CH3:5]. (2) Given the reactants [CH2:1]([O:8][C:9]1[N:10]=[N:11][C:12]([C:23]#[CH:24])=[CH:13][C:14]=1[O:15][CH2:16][C:17]1[CH:22]=[CH:21][CH:20]=[CH:19][CH:18]=1)[C:2]1[CH:7]=[CH:6][CH:5]=[CH:4][CH:3]=1.C([Li])CCC.[O:30]1[CH2:35][CH2:34][C:33](=[O:36])[CH2:32][CH2:31]1.[Cl-].[NH4+], predict the reaction product. The product is: [CH2:16]([O:15][C:14]1[CH:13]=[C:12]([C:23]#[C:24][C:33]2([OH:36])[CH2:34][CH2:35][O:30][CH2:31][CH2:32]2)[N:11]=[N:10][C:9]=1[O:8][CH2:1][C:2]1[CH:3]=[CH:4][CH:5]=[CH:6][CH:7]=1)[C:17]1[CH:22]=[CH:21][CH:20]=[CH:19][CH:18]=1.